This data is from Full USPTO retrosynthesis dataset with 1.9M reactions from patents (1976-2016). The task is: Predict the reactants needed to synthesize the given product. (1) Given the product [Cl:13][C:12]1[C:7]([O:6][C:5]2[CH:4]=[CH:3][C:2]([NH:1][C:27](=[O:29])[CH3:28])=[CH:26][CH:25]=2)=[C:8]([F:24])[C:9]([C@H:14]([NH:17][S@@:18]([C:20]([CH3:22])([CH3:21])[CH3:23])=[O:19])[CH2:15][CH3:16])=[CH:10][CH:11]=1, predict the reactants needed to synthesize it. The reactants are: [NH2:1][C:2]1[CH:26]=[CH:25][C:5]([O:6][C:7]2[C:8]([F:24])=[C:9]([C@H:14]([NH:17][S@@:18]([C:20]([CH3:23])([CH3:22])[CH3:21])=[O:19])[CH2:15][CH3:16])[CH:10]=[CH:11][C:12]=2[Cl:13])=[CH:4][CH:3]=1.[C:27](OC(=O)C)(=[O:29])[CH3:28]. (2) Given the product [C:41]([O:45][C:38](=[O:22])[NH:35][C:8]1[CH:12]=[CH:13][CH:14]=[C:6]([C:3]([C:1]#[N:2])([CH3:4])[CH3:5])[CH:7]=1)([CH3:44])([CH3:43])[CH3:42], predict the reactants needed to synthesize it. The reactants are: [C:1]([C:3]([C:6]1[CH:7]=[C:8]([CH:12]=[CH:13][CH:14]=1)C(O)=O)([CH3:5])[CH3:4])#[N:2].C1(P(N=[N+]=[N-])(C2C=CC=CC=2)=[O:22])C=CC=CC=1.C([N:35]([CH:38](C)C)CC)(C)C.[C:41]([OH:45])([CH3:44])([CH3:43])[CH3:42]. (3) Given the product [CH3:7][NH:8][CH2:9][C:11]1[NH:12][C:13]2[C:18]([CH:19]=1)=[CH:17][CH:16]=[CH:15][CH:14]=2, predict the reactants needed to synthesize it. The reactants are: [H-].[H-].[H-].[H-].[Li+].[Al+3].[CH3:7][NH:8][C:9]([C:11]1[NH:12][C:13]2[C:18]([CH:19]=1)=[CH:17][CH:16]=[CH:15][CH:14]=2)=O.